Predict the reactants needed to synthesize the given product. From a dataset of Retrosynthesis with 50K atom-mapped reactions and 10 reaction types from USPTO. Given the product COc1ccccc1OCC(O)CN1CCN(CC(=O)Nc2c(C)cccc2C)CC1=O, predict the reactants needed to synthesize it. The reactants are: COc1ccccc1OCC(O)CN1CCNCC1=O.Cc1cccc(C)c1NC(=O)CCl.